Dataset: Reaction yield outcomes from USPTO patents with 853,638 reactions. Task: Predict the reaction yield, written as a fraction of the theoretical maximum amount of product (1.0 means a 100% yield; for example, 0.34 means a 34% yield). (1) The reactants are Br[C:2]1[C:3](=[O:31])[N:4]([CH2:23][CH2:24][C:25]2[CH:30]=[CH:29][CH:28]=[CH:27][CH:26]=2)[C:5]([C:9]2[CH:14]=[CH:13][CH:12]=[CH:11][C:10]=2[O:15]CC2C=CC=CC=2)=[N:6][C:7]=1[CH3:8].[NH2:32][C:33]1[CH:38]=[CH:37][CH:36]=[CH:35][CH:34]=1.CC1(C)C2C(=C(P(C3C=CC=CC=3)C3C=CC=CC=3)C=CC=2)OC2C(P(C3C=CC=CC=3)C3C=CC=CC=3)=CC=CC1=2.C(=O)([O-])[O-].[Cs+].[Cs+]. The catalyst is O1CCOCC1.C1C=CC(/C=C/C(/C=C/C2C=CC=CC=2)=O)=CC=1.C1C=CC(/C=C/C(/C=C/C2C=CC=CC=2)=O)=CC=1.C1C=CC(/C=C/C(/C=C/C2C=CC=CC=2)=O)=CC=1.[Pd].[Pd]. The product is [OH:15][C:10]1[CH:11]=[CH:12][CH:13]=[CH:14][C:9]=1[C:5]1[N:4]([CH2:23][CH2:24][C:25]2[CH:30]=[CH:29][CH:28]=[CH:27][CH:26]=2)[C:3](=[O:31])[C:2]([NH:32][C:33]2[CH:38]=[CH:37][CH:36]=[CH:35][CH:34]=2)=[C:7]([CH3:8])[N:6]=1. The yield is 0.850. (2) The reactants are C([O-])([O-])=O.[Cs+].[Cs+].S([N:17]1[C:25]2[C:20](=[C:21]([CH2:26][N:27]3[C:32]4([CH2:37][CH2:36][NH:35][CH2:34][CH2:33]4)[CH2:31][CH2:30][CH2:29][C:28]3=[O:38])[CH:22]=[CH:23][CH:24]=2)[CH:19]=[CH:18]1)(C1C=CC(C)=CC=1)(=O)=O. The catalyst is CO. The product is [NH:17]1[C:25]2[C:20](=[C:21]([CH2:26][N:27]3[C:32]4([CH2:37][CH2:36][NH:35][CH2:34][CH2:33]4)[CH2:31][CH2:30][CH2:29][C:28]3=[O:38])[CH:22]=[CH:23][CH:24]=2)[CH:19]=[CH:18]1. The yield is 0.440. (3) The reactants are [C:1]([C:3]1[CH:4]=[C:5]([CH:10]=[CH:11][CH:12]=1)[CH:6]=[CH:7][CH:8]=O)#[N:2].[NH2:13][NH:14][C:15]([NH2:17])=[S:16]. No catalyst specified. The product is [C:1]([C:3]1[CH:4]=[C:5]([CH:10]=[CH:11][CH:12]=1)[CH:6]=[CH:7][CH:8]=[N:13][NH:14][C:15]([NH2:17])=[S:16])#[N:2]. The yield is 0.460.